From a dataset of Forward reaction prediction with 1.9M reactions from USPTO patents (1976-2016). Predict the product of the given reaction. (1) Given the reactants [C:1]1([C:25]2[CH:30]=[CH:29][CH:28]=[CH:27][CH:26]=2)[CH:6]=[CH:5][C:4]([CH2:7][C@@H:8]([NH:15][C:16]([C:18]2[CH:19]=[N:20][C:21]([OH:24])=[N:22][CH:23]=2)=[O:17])[CH2:9][C@@H:10]([OH:14])[C:11](O)=[O:12])=[CH:3][CH:2]=1.C[N:32](C(ON1N=NC2C=CC=NC1=2)=[N+](C)C)C.F[P-](F)(F)(F)(F)F.N.CCN(C(C)C)C(C)C, predict the reaction product. The product is: [C:1]1([C:25]2[CH:26]=[CH:27][CH:28]=[CH:29][CH:30]=2)[CH:6]=[CH:5][C:4]([CH2:7][C@@H:8]([NH:15][C:16]([C:18]2[CH:23]=[N:22][C:21]([OH:24])=[N:20][CH:19]=2)=[O:17])[CH2:9][C@H:10]([C:11](=[O:12])[NH2:32])[OH:14])=[CH:3][CH:2]=1. (2) Given the reactants C(OC([N:8]1[CH2:13][CH2:12][C@H:11]([C:14]2[NH:15][CH:16]=[C:17]([C:19]3[CH:24]=[CH:23][C:22]([F:25])=[C:21]([CH3:26])[CH:20]=3)[N:18]=2)[C@H:10]([F:27])[CH2:9]1)=O)(C)(C)C.[F:28][C:29]([F:34])([F:33])[C:30]([OH:32])=[O:31], predict the reaction product. The product is: [F:27][C@H:10]1[C@@H:11]([C:14]2[NH:15][CH:16]=[C:17]([C:19]3[CH:24]=[CH:23][C:22]([F:25])=[C:21]([CH3:26])[CH:20]=3)[N:18]=2)[CH2:12][CH2:13][NH:8][CH2:9]1.[C:30]([OH:32])([C:29]([F:34])([F:33])[F:28])=[O:31]. (3) Given the reactants [O:1]1[CH:5]=[CH:4][C:3]([NH:6][CH2:7][CH2:8][O:9][C:10]2[C:17]([CH3:18])=[CH:16][C:13]([CH:14]=O)=[CH:12][C:11]=2[CH3:19])=[N:2]1.[NH2:20][C:21]1[CH:29]=[C:28]([O:30][CH3:31])[CH:27]=[C:26]([O:32][CH3:33])[C:22]=1[C:23]([NH2:25])=[O:24].OS([O-])=O.[Na+].CC1C=CC(S(O)(=O)=O)=CC=1, predict the reaction product. The product is: [O:1]1[CH:5]=[CH:4][C:3]([NH:6][CH2:7][CH2:8][O:9][C:10]2[C:17]([CH3:18])=[CH:16][C:13]([C:14]3[NH:25][C:23](=[O:24])[C:22]4[C:21](=[CH:29][C:28]([O:30][CH3:31])=[CH:27][C:26]=4[O:32][CH3:33])[N:20]=3)=[CH:12][C:11]=2[CH3:19])=[N:2]1.